Dataset: Forward reaction prediction with 1.9M reactions from USPTO patents (1976-2016). Task: Predict the product of the given reaction. (1) Given the reactants C(Cl)(=O)C(Cl)=O.CS(C)=O.[C:11]1([C:17]2[C:25]3[C:20](=[CH:21][CH:22]=[CH:23][CH:24]=3)[N:19]([S:26]([C:29]3[CH:34]=[CH:33][C:32]([CH3:35])=[CH:31][CH:30]=3)(=[O:28])=[O:27])[C:18]=2[CH2:36][OH:37])[CH:16]=[CH:15][CH:14]=[CH:13][CH:12]=1.Cl, predict the reaction product. The product is: [C:11]1([C:17]2[C:25]3[C:20](=[CH:21][CH:22]=[CH:23][CH:24]=3)[N:19]([S:26]([C:29]3[CH:30]=[CH:31][C:32]([CH3:35])=[CH:33][CH:34]=3)(=[O:27])=[O:28])[C:18]=2[CH:36]=[O:37])[CH:12]=[CH:13][CH:14]=[CH:15][CH:16]=1. (2) Given the reactants [Cl:1][C:2]1[CH:3]=[CH:4][C:5]([CH2:11][NH:12][C:13]2[CH:18]=[CH:17][CH:16]=[C:15]([C:19]3[C:31]4[C:30]5[CH:29]=[CH:28][C:27]([O:32][CH2:33][CH2:34][O:35][CH3:36])=[CH:26][C:25]=5[NH:24][C:23]=4[C:22]([C:37]([O:39][CH3:40])=[O:38])=[N:21][N:20]=3)[C:14]=2[CH3:41])=[C:6]([CH:10]=1)[C:7](O)=[O:8].F[P-](F)(F)(F)(F)F.N1(O[P+](N(C)C)(N(C)C)N(C)C)C2C=CC=CC=2N=N1.CN1CCOCC1, predict the reaction product. The product is: [Cl:1][C:2]1[CH:10]=[C:6]2[C:5]([CH2:11][N:12]([C:13]3[C:14]([CH3:41])=[C:15]([C:19]4[C:31]5[C:30]6[CH:29]=[CH:28][C:27]([O:32][CH2:33][CH2:34][O:35][CH3:36])=[CH:26][C:25]=6[NH:24][C:23]=5[C:22]([C:37]([O:39][CH3:40])=[O:38])=[N:21][N:20]=4)[CH:16]=[CH:17][CH:18]=3)[C:7]2=[O:8])=[CH:4][CH:3]=1. (3) Given the reactants C(O[C:4]([C:6]1[N:7]([CH2:11][C@@H:12]2[C@@H:17]([OH:18])[C@H:16]([OH:19])[C@@H:15]([OH:20])[C@H:14]([C:21]3[CH:26]=[CH:25][C:24]([Cl:27])=[C:23]([CH2:28][C:29]4[CH:34]=[CH:33][C:32]([O:35][CH2:36][CH3:37])=[CH:31][CH:30]=4)[CH:22]=3)[O:13]2)[N:8]=[CH:9][CH:10]=1)=[O:5])C.[C-]#[N:39].[Na+], predict the reaction product. The product is: [Cl:27][C:24]1[CH:25]=[CH:26][C:21]([C@@H:14]2[O:13][C@H:12]([CH2:11][N:7]3[C:6]([C:4]([NH2:39])=[O:5])=[CH:10][CH:9]=[N:8]3)[C@@H:17]([OH:18])[C@H:16]([OH:19])[C@H:15]2[OH:20])=[CH:22][C:23]=1[CH2:28][C:29]1[CH:34]=[CH:33][C:32]([O:35][CH2:36][CH3:37])=[CH:31][CH:30]=1. (4) The product is: [CH2:1]([O:8][C:9]1[CH:14]=[C:13]([O:15][CH2:16][C:17]2[CH:22]=[CH:21][CH:20]=[CH:19][CH:18]=2)[C:12]([CH:23]([CH3:25])[CH3:24])=[CH:11][C:10]=1[C:26]1[O:30][N:29]=[C:28]([C:31]([NH:33][CH2:34][CH3:35])=[O:32])[C:27]=1[C:44]#[N:45])[C:2]1[CH:7]=[CH:6][CH:5]=[CH:4][CH:3]=1. Given the reactants [CH2:1]([O:8][C:9]1[CH:14]=[C:13]([O:15][CH2:16][C:17]2[CH:22]=[CH:21][CH:20]=[CH:19][CH:18]=2)[C:12]([CH:23]([CH3:25])[CH3:24])=[CH:11][C:10]=1[C:26]1[O:30][N:29]=[C:28]([C:31]([NH:33][CH2:34][CH3:35])=[O:32])[C:27]=1I)[C:2]1[CH:7]=[CH:6][CH:5]=[CH:4][CH:3]=1.C(OCC)(=O)C.C[C:44]#[N:45], predict the reaction product. (5) Given the reactants [Br:1][C:2]1[CH:3]=[C:4]([F:10])[C:5]([F:9])=[C:6]([OH:8])[CH:7]=1.[H-].[Na+].[CH3:13][O:14][C:15]1[CH:22]=[CH:21][C:18]([CH2:19]Br)=[CH:17][CH:16]=1, predict the reaction product. The product is: [Br:1][C:2]1[CH:7]=[C:6]([O:8][CH2:19][C:18]2[CH:21]=[CH:22][C:15]([O:14][CH3:13])=[CH:16][CH:17]=2)[C:5]([F:9])=[C:4]([F:10])[CH:3]=1. (6) Given the reactants [H-].[Na+].[Br:3][C:4]1[CH:13]=[CH:12][C:7]([O:8][CH2:9][CH2:10][OH:11])=[CH:6][CH:5]=1.[CH2:14](Br)[C:15]1[CH:20]=[CH:19][CH:18]=[CH:17][CH:16]=1.O, predict the reaction product. The product is: [CH2:14]([O:11][CH2:10][CH2:9][O:8][C:7]1[CH:12]=[CH:13][C:4]([Br:3])=[CH:5][CH:6]=1)[C:15]1[CH:20]=[CH:19][CH:18]=[CH:17][CH:16]=1. (7) Given the reactants [CH2:1]([O:3][C:4]([C:6]1[C:7]([OH:22])=[C:8]2[C:15]([C:16]3[CH:21]=[CH:20][CH:19]=[CH:18][CH:17]=3)=[N:14][O:13][C:9]2=[C:10](Br)[N:11]=1)=[O:5])[CH3:2].C[C:24]([N:26](C)C)=O, predict the reaction product. The product is: [CH2:1]([O:3][C:4]([C:6]1[C:7]([OH:22])=[C:8]2[C:15]([C:16]3[CH:21]=[CH:20][CH:19]=[CH:18][CH:17]=3)=[N:14][O:13][C:9]2=[C:10]([C:24]#[N:26])[N:11]=1)=[O:5])[CH3:2].